This data is from Retrosynthesis with 50K atom-mapped reactions and 10 reaction types from USPTO. The task is: Predict the reactants needed to synthesize the given product. Given the product CC(C)(C)OC(=O)N(C[C@H]1CCc2cc(N)ccc2O1)C[C@H](O)c1cccnc1, predict the reactants needed to synthesize it. The reactants are: CC(C)(C)OC(=O)N(C[C@H]1CCc2cc([N+](=O)[O-])ccc2O1)C[C@H](O)c1cccnc1.